This data is from Catalyst prediction with 721,799 reactions and 888 catalyst types from USPTO. The task is: Predict which catalyst facilitates the given reaction. (1) Reactant: [OH:1][CH:2]1[CH:8]([NH:9][C:10](=[O:17])[C@@H:11]([NH2:16])[CH2:12][CH:13]([CH3:15])[CH3:14])[CH2:7][CH2:6][CH2:5][N:4]([S:18]([C:21]2[CH:26]=[CH:25][CH:24]=[CH:23][N:22]=2)(=[O:20])=[O:19])[CH2:3]1.C(N(CC)CC)C.[N:34]1[CH:39]=[CH:38][CH:37]=[CH:36][C:35]=1[S:40](Cl)(=[O:42])=[O:41].CO. Product: [O:1]=[C:2]1[CH:8]([NH:9][C:10](=[O:17])[C@@H:11]([NH:16][S:40]([C:35]2[CH:36]=[CH:37][CH:38]=[CH:39][N:34]=2)(=[O:42])=[O:41])[CH2:12][CH:13]([CH3:15])[CH3:14])[CH2:7][CH2:6][CH2:5][N:4]([S:18]([C:21]2[CH:26]=[CH:25][CH:24]=[CH:23][N:22]=2)(=[O:20])=[O:19])[CH2:3]1. The catalyst class is: 4. (2) Reactant: [C:1]1([NH2:8])[CH:6]=[CH:5][CH:4]=[CH:3][C:2]=1[NH2:7].[C:9](O)(=O)[CH2:10][CH2:11][C:12]1[CH:17]=[CH:16][CH:15]=[CH:14][CH:13]=1. Product: [C:12]1([CH2:11][CH2:10][C:9]2[NH:7][C:2]3[CH:3]=[CH:4][CH:5]=[CH:6][C:1]=3[N:8]=2)[CH:17]=[CH:16][CH:15]=[CH:14][CH:13]=1. The catalyst class is: 33. (3) Reactant: [CH2:1]([OH:10])[CH2:2]/[CH:3]=[CH:4]\[CH2:5]/[CH:6]=[CH:7]\[CH2:8][CH3:9].N1C=CC=CC=1.[C:17]1([CH3:27])[CH:22]=[CH:21][C:20]([S:23](Cl)(=[O:25])=[O:24])=[CH:19][CH:18]=1.CCOCC. Product: [C:17]1([CH3:27])[CH:22]=[CH:21][C:20]([S:23]([O:10][CH2:1][CH2:2]/[CH:3]=[CH:4]\[CH2:5]/[CH:6]=[CH:7]\[CH2:8][CH3:9])(=[O:25])=[O:24])=[CH:19][CH:18]=1. The catalyst class is: 146. (4) Reactant: [NH2:1][C:2]1[S:3][C:4]([CH3:13])=[C:5]([C:7]2[CH:12]=[CH:11][CH:10]=[CH:9][CH:8]=2)[N:6]=1.[C:14]1([C:20]2[O:24][N:23]=[CH:22][C:21]=2[CH2:25][CH2:26][C:27](O)=[O:28])[CH:19]=[CH:18][CH:17]=[CH:16][CH:15]=1.O.ON1C2C=CC=CC=2N=N1.Cl.C(N=C=NCCCN(C)C)C. Product: [CH3:13][C:4]1[S:3][C:2]([NH:1][C:27](=[O:28])[CH2:26][CH2:25][C:21]2[CH:22]=[N:23][O:24][C:20]=2[C:14]2[CH:15]=[CH:16][CH:17]=[CH:18][CH:19]=2)=[N:6][C:5]=1[C:7]1[CH:12]=[CH:11][CH:10]=[CH:9][CH:8]=1. The catalyst class is: 145. (5) Reactant: [Cl:1][C:2]1[CH:3]=[N:4][CH:5]=[C:6]([F:9])[C:7]=1I.CCN(C(C)C)C(C)C.[NH:19]1[CH2:24][CH2:23][CH:22]([OH:25])[CH2:21][CH2:20]1. Product: [Cl:1][C:2]1[CH:3]=[N:4][CH:5]=[C:6]([F:9])[C:7]=1[N:19]1[CH2:24][CH2:23][CH:22]([OH:25])[CH2:21][CH2:20]1. The catalyst class is: 514. (6) Reactant: [Cl:1][C:2]1[N:7]=[C:6](Cl)[C:5]2=[C:9]([C:12]3[CH:17]=[CH:16][CH:15]=[CH:14][CH:13]=3)[CH:10]=[CH:11][N:4]2[N:3]=1.[NH3:18]. Product: [Cl:1][C:2]1[N:7]=[C:6]([NH2:18])[C:5]2=[C:9]([C:12]3[CH:17]=[CH:16][CH:15]=[CH:14][CH:13]=3)[CH:10]=[CH:11][N:4]2[N:3]=1. The catalyst class is: 1.